This data is from Catalyst prediction with 721,799 reactions and 888 catalyst types from USPTO. The task is: Predict which catalyst facilitates the given reaction. (1) Reactant: CC(C[AlH]CC(C)C)C.[CH3:10][C:11]1[C:12]([C:27](OC)=[O:28])=[CH:13][C:14]([C:17]2[CH:18]=[N:19][C:20]([C:23]([F:26])([F:25])[F:24])=[N:21][CH:22]=2)=[N:15][CH:16]=1. Product: [CH3:10][C:11]1[C:12]([CH2:27][OH:28])=[CH:13][C:14]([C:17]2[CH:22]=[N:21][C:20]([C:23]([F:26])([F:25])[F:24])=[N:19][CH:18]=2)=[N:15][CH:16]=1. The catalyst class is: 1. (2) Reactant: Br[C:2]1[C:15]2[C:6](=[N:7][C:8]3[C:13]([C:14]=2[S:16][C:17]2[CH:22]=[CH:21][C:20]([O:23][CH3:24])=[CH:19][CH:18]=2)=[CH:12][CH:11]=[CH:10][CH:9]=3)[CH:5]=[CH:4][CH:3]=1.CC(N=NC(C#N)(C)C)(C#N)C.C([SnH](CCCC)CCCC)CCC. Product: [CH3:24][O:23][C:20]1[CH:21]=[CH:22][C:17]2[S:16][C:14]3[C:15]4[C:6]([N:7]=[C:8]5[C:13]=3[CH:12]=[CH:11][CH:10]=[CH:9]5)=[CH:5][CH:4]=[CH:3][C:2]=4[C:18]=2[CH:19]=1. The catalyst class is: 11. (3) Reactant: N([O-])=O.[Na+].N[C:6]1[CH:7]=[C:8]([CH:13]=[CH:14][C:15]=1[Cl:16])[C:9]([O:11][CH3:12])=[O:10].[OH-].[Na+].[Cu](C#N)[C:20]#[N:21]. Product: [Cl:16][C:15]1[CH:14]=[CH:13][C:8]([C:9]([O:11][CH3:12])=[O:10])=[CH:7][C:6]=1[C:20]#[N:21]. The catalyst class is: 223. (4) Reactant: [CH2:1]=[CH:2][C:3]1C=CC=C[CH:4]=1.C=CC=C.O1CCCC1CCC.C([Li])CCC.C(C1C=C2C3=C4C(C=CC=C4C=C2)=CC=C3C=1C)[CH:27]=[CH:28][C:29]1[CH:34]=[CH:33][CH:32]=[CH:31][CH:30]=1.CCOCC. Product: [CH2:1]=[CH:2][CH:3]=[CH2:4].[CH2:27]=[CH:28][C:29]1[CH:34]=[CH:33][CH:32]=[CH:31][CH:30]=1. The catalyst class is: 81.